Task: Token-level Classification. Given an antigen amino acid sequence, predict which amino acid positions are active epitope sites capable of antibody binding. Output is a list of indices for active positions.. Dataset: B-cell epitopes from IEDB database with 3,159 antigens for binding position prediction (1) Given the antigen sequence: TASVAVAVAVLGAGFANQTTVKANSKTPAPAPAVPVKKEATKSKLSEAELHDKIKNLEEEKAELFEKLDKVEEEHKKVEEEHKKDYEKLEKKSEDVERHYLRQLDQEHKEQQERQKNLEELERQSQREIDKRYQEQLQKQQQLETEKQISEASRKSLSRDLEASRAAKKDLEAEHQKLKEEKQISDASRKSLSRDLEASREAKKKVEADLA, which amino acid positions are active epitope sites? The epitope positions are: [23, 24, 25, 26, 27, 28, 29, 30, 31, 32, 33, 34, 35, 36, 37, 38, 39, 40, 41]. The amino acids at these positions are: NSKTPAPAPAVPVKKEATK. (2) Given the antigen sequence: MATLLRSLALFKRNKDKPPITSGSGGAIRGIKHIIIVPIPGDSSITTRSRLLDRLVRLIGNPDVSGPKLTGALIGILSLFVESPGQLIQRITDDPDVSIRLLEVVQSDQSQSGLTFASRGTNMEDEADQYFSHDDPISSDQSRFGWFENKEISDIEVQDPEGFNMILGTILAQIWVLVAKAVTAPDTAADSELRRWIKYTQQRRVVGEFRLERKWLDVVRNRIAEDLSLRRFMVALILDIKRTPGNKPRIAEMICNIDTYIVEAGLASFILTIKFGIETMYPALGLHEFDGELSTLESLMNLYQQMGETAPYMVILENSIQNKFSAGSYPLLWSYAMGVGVELENSMGGLNFGRSYFDPAYFRLGQEMVRRSAGKVSSTLASELGITAEDARLVSEIAMHTTEDKISRAVGPRQAQVSFLHGDQSENELPRLGGKEDRRVKQSRGEARESYRETGPSRASDARAAHLPTGTPLDIDTASESSQDPQDSRRSADALLRLQA..., which amino acid positions are active epitope sites? The epitope positions are: [518, 519, 520, 521, 522, 523, 524]. The amino acids at these positions are: NDRNLLD. (3) The epitope positions are: [1, 2, 3, 4, 5, 6, 7, 8, 9, 10, 11, 12, 13, 14, 15, 16, 17, 18, 19, 20... (48 total positions)]. The amino acids at these positions are: GVFNYETETTSVIPAARLFKAFILDGDNLF.... Given the antigen sequence: MGVFNYETETTSVIPAARLFKAFILDGDNLFPKVAPQAISSVENIEGNGGPGTIKKISFPEGFPFKYVKDRVDEVDHTNFKYNYSVIEGGPIGDTLEKISNEIKIVATPDGGSILKISNKYHTKGDHEVKAEQVKASKEMGETLLRAVESYLLAHSDAYN, which amino acid positions are active epitope sites? (4) Given the antigen sequence: MNYLLFCLFFAFSVAAPVTVTRFVNASPTGYDWRADWVKGFPIDSSCNATQYNQLSTGLQEAQLLAEHARDHTLRFGSKSPFFRKYFGNDTASAEVVGHFENVVGADKSSILFLCDDLDDKCKNDGWAGYWRGSNHSDQTIICDLSFVTRRYLSQLCSGGYTVSKSKTNIFWAGDLLHRFWHLKSIGQLVIEHYADTYEEVLELAQENSTYAVRNSNSLIYYALDVYAYDVTIPGEGCNGDGTSYKKSDFSSFEDSDSGSDSGASSTASSSHQHTDSNPSATTDANSHCHTHADGEVHC, which amino acid positions are active epitope sites? The epitope positions are: [100, 101, 102, 103, 104, 105, 106, 107, 108, 109, 110, 111]. The amino acids at these positions are: ENVVGADKSSIL. (5) Given the antigen sequence: IAKVPPGPNITAEYGDKWLDAKSTFYGKPTGAGPK, which amino acid positions are active epitope sites? The epitope positions are: [22, 23, 24, 25, 26, 27, 28, 29, 30, 31, 32, 33, 34]. The amino acids at these positions are: STFYGKPTGAGPK. (6) Given the antigen sequence: MREIVHIQAGQCGNQIGTKFWEVISDEHGIDPAGGYVGDSALQLERINVYYNESSSQKYVPRAALVDLEPGTMDSVRSGPFGQLFRPDNFIFGQTGAGNNCLQGFQLTHSLGGGTGSGMGTLLISKIREEFPDRIMNTFSVMPSPKVSDTVVEPYNATLSVHQLVENTDETYCIDNEALYDICFRTLKLTTPTYGDLNHLVSATMSGVTTSLRFPGQLNADLRKLAVNMVPFPRLHFFMPGFAPLTSRGSQQYRALTVPELTQQMFDARNMMAACDPRHGRYLTVATVFRGPMSMKEVDEQMLAIQSKNSSYFVEWIPNNVKVAVCDIPPRGLKMASTFIGNSTAIQELFKRISEQFSAMFRRKAFLHWFTGEGMDEMEFTEAESNMNDLVSEYQQYQDATANDGEEAFEDEEEEIDG, which amino acid positions are active epitope sites? The epitope positions are: [272, 273, 274, 275, 276, 277, 278, 279, 280, 281, 282, 283, 284, 285]. The amino acids at these positions are: AACDPRHGRYLTVA. (7) Given the antigen sequence: MTDAQMADFGAAAQYLRKSEKERLEAQTRPFDIRTECFVPDDKEEYVKAKVVSREGGKVTAETENGKTVTIKEDQVMQQNPPKFDKIEDMAMLTFLHEPAVLYNLKERYAAWMIYTYSGLFCVTVNPYKWLPVYNAEVVAAYRGKKRSEAPPHIFSISDNAYQYMLTDRENQSILITGESGAGKTVNTKRVIQYFASIAAIGDRSKKENPNANKGTLEDQIIQANPALEAFGNAKTVRNDNSSRFGKFIRIHFGATGKLASADIETYLLEKSRVIFQLKAERNYHIFYQILSNKKPELLDMLLVTNNPYDYAFVSQGEVSVASIDDSEELLATDSAFDVLSFTAEEKAGVYKLTGAIMHYGNMKFKQKQREEQAEPDGTEDADKSAYLMGLNSADLLKGLCHPRVKVGNEYVTKGQSVQQVYYSIGALAKSVYEKMFNWMVTRINATLETKQPRQYFIGVLDIAGFEIFDFNSFEQLCINFTNEKLQQFFNHHMFVLEQE..., which amino acid positions are active epitope sites? The epitope positions are: [613, 614, 615, 616, 617, 618, 619, 620, 621, 622, 623, 624, 625, 626, 627, 628]. The amino acids at these positions are: SLKLMATLFSTYASAD. (8) Given the antigen sequence: MALLLVSLLAFLGTGSGCHHWLCHCSNRVFLCQDSKVTEIPTDLPRNAIELRFVLTKLRVIPKGSFAGFGDLEKIEISQNDVLEVIEADVFSNLPKLHEIRIEKANNLLYINPEAFQNLPSLRYLLISNTGIKHLPAVHKIQSLQKVLLDIQDNINIHIVARNSFMGLSFESVILWLSKNGIEEIHNCAFNGTQLDELNLSDNNNLEELPNDVFQGASGPVILDISRTKVHSLPNHGLENLKKLRARSTYRLKKLPNLDKFVTLMEASLTYPSHCCAFANLKRQISELHPICNKSILRQDIDDMTQIGDQRVSLIDDEPSYGKGSDMMYNEFDYDLCNEVVDVTCSPKPDAFNPCEDIMGYNILRVLIWFISILAITGNTTVLVVLTTSQYKLTVPRFLMCNLAFADLCIGIYLLLIASVDIHTKSQYHNYAIDWQTGAGCDAAGFFTVFASELSVYTLTAITLERWHTITHAMQLECKVQLRHAASVMVLGWTFAFAAA..., which amino acid positions are active epitope sites? The epitope positions are: [25, 26, 27, 28, 29, 30, 31, 32, 33, 34, 35, 36, 37, 38, 39, 40, 41, 42, 43, 44... (22 total positions)]. The amino acids at these positions are: SNRVFLCQDSKVTEIPTDLPRN. (9) Given the antigen sequence: MAPSHVDKVNTRTWSASIVFMVLTFVNVSVHLVLSNFPHLGYPCVYYHVVDFERLNMSAYNVMHLHTPMLFLDSVQLVCYAVFMQLVFLAVTIYYLVCWIKISMRKDKGMSLNQSTRDISYMGDSLTAFLFILSMDTFQLFTLTMSFRLPSMIAFMAAVHFFCLTIFNVSMVTQYRSYKRSLFFFSRLHPKLKGTVQFRTLIVNLVEVALGFNTTVVAMALCYGFGNNFFVRTGHMVLAVFVVYAIISIIYFLLIEAVFFQYVKVQFGYHLGAFFGLCGLIYPIVQYDTFLSNEYRTGISWSFGMLFFIWAMFTTCRAVRYFRGRGSGSVKYQALATASGEEVAALSHHDSLESRRLREEEDDDDEDFEDA, which amino acid positions are active epitope sites? The epitope positions are: [357, 358, 359, 360, 361, 362, 363, 364, 365, 366, 367, 368, 369, 370]. The amino acids at these positions are: REEEDDDDEDFEDA.